Dataset: Reaction yield outcomes from USPTO patents with 853,638 reactions. Task: Predict the reaction yield, written as a fraction of the theoretical maximum amount of product (1.0 means a 100% yield; for example, 0.34 means a 34% yield). (1) The reactants are O[CH2:2][C:3]1[C:4]([CH2:13]O)=[N:5][C:6]([C:9]([F:12])([F:11])[F:10])=[CH:7][CH:8]=1.S(Cl)(C)(=O)=O.C(N(CC)CC)C.CCN(C(C)C)C(C)C.[C:36]1([C:42]([C:50]2[CH:55]=[CH:54][CH:53]=[CH:52][CH:51]=2)([C:44]2[CH:49]=[CH:48][CH:47]=[CH:46][CH:45]=2)[NH2:43])[CH:41]=[CH:40][CH:39]=[CH:38][CH:37]=1. The catalyst is ClCCl.CN(C1C=CN=CC=1)C. The product is [F:10][C:9]([F:12])([F:11])[C:6]1[N:5]=[C:4]2[CH2:13][N:43]([C:42]([C:36]3[CH:41]=[CH:40][CH:39]=[CH:38][CH:37]=3)([C:50]3[CH:51]=[CH:52][CH:53]=[CH:54][CH:55]=3)[C:44]3[CH:45]=[CH:46][CH:47]=[CH:48][CH:49]=3)[CH2:2][C:3]2=[CH:8][CH:7]=1. The yield is 0.370. (2) The reactants are [F:1][C:2]([F:18])([F:17])[C:3]1[CH:8]=[CH:7][CH:6]=[CH:5][C:4]=1[NH:9][C:10](=[O:16])[O:11][C:12]([CH3:15])([CH3:14])[CH3:13].C([Li])(CC)C.CN([CH:27]=[O:28])C. The product is [CH:27]([C:5]1[CH:6]=[CH:7][CH:8]=[C:3]([C:2]([F:17])([F:18])[F:1])[C:4]=1[NH:9][C:10](=[O:16])[O:11][C:12]([CH3:13])([CH3:14])[CH3:15])=[O:28]. The yield is 0.360. The catalyst is C1COCC1. (3) The reactants are [O:1]1[CH2:5][CH2:4][CH2:3][CH:2]1[C:6]([OH:8])=[O:7].S(=O)(=O)(O)O.O.[CH2:15](O)[CH3:16]. No catalyst specified. The product is [O:1]1[CH2:5][CH2:4][CH2:3][CH:2]1[C:6]([O:8][CH2:15][CH3:16])=[O:7]. The yield is 0.910. (4) The reactants are [CH3:1][Mg+].[Br-].[F:4][CH:5]([F:28])[O:6][C:7]1[CH:12]=[CH:11][CH:10]=[CH:9][C:8]=1[N:13]1[CH:18]=[C:17]([O:19][CH3:20])[C:16](=[O:21])[C:15]([C:22](N(OC)C)=[O:23])=[N:14]1. The catalyst is C1COCC1. The product is [C:22]([C:15]1[C:16](=[O:21])[C:17]([O:19][CH3:20])=[CH:18][N:13]([C:8]2[CH:9]=[CH:10][CH:11]=[CH:12][C:7]=2[O:6][CH:5]([F:4])[F:28])[N:14]=1)(=[O:23])[CH3:1]. The yield is 0.800. (5) The reactants are Br[C:2]1[CH:11]=[CH:10][C:9]2[NH:8][C:7](=[O:12])[C:6]3[NH:13][CH:14]=[CH:15][C:5]=3[C:4]=2[CH:3]=1.[CH2:16]([C:18]([O-:20])=[O:19])[CH3:17].[CH2:21]=[CH:22][C:23]1[CH:28]=[CH:27][CH:26]=[CH:25][CH:24]=1. No catalyst specified. The product is [O:12]=[C:7]1[C:6]2[NH:13][CH:14]=[CH:15][C:5]=2[C:4]2[CH:3]=[C:2]([CH:21]=[CH:22][C:23]3[CH:28]=[CH:27][CH:26]=[CH:25][CH:24]=3)[CH:11]=[CH:10][C:9]=2[NH:8]1.[CH2:16]([C:18]([O-:20])=[O:19])[CH3:17]. The yield is 0.140. (6) The reactants are [NH:1]1[CH:5]=[CH:4][CH:3]=[N:2]1.C(=O)([O-])[O-].[K+].[K+].Br[CH2:13][CH:14]=[CH:15][CH3:16]. The catalyst is CC(=O)CC. The product is [CH2:16]([N:1]1[CH:5]=[CH:4][CH:3]=[N:2]1)[CH2:15][CH:14]=[CH2:13]. The yield is 0.120. (7) The reactants are [S:1]1[C:5]([CH2:6][O:7][C:8]([NH:10][C@H:11]([CH2:33][C:34]2[CH:39]=[CH:38][CH:37]=[CH:36][CH:35]=2)[CH2:12][NH:13][CH2:14][C@@H:15]([NH:23][C:24]([O:26][CH2:27][C:28]2[S:32][CH:31]=[N:30][CH:29]=2)=[O:25])[CH2:16][C:17]2[CH:22]=[CH:21][CH:20]=[CH:19][CH:18]=2)=[O:9])=[CH:4][N:3]=[CH:2]1.[CH:40](=O)[C:41]1[CH:46]=[CH:45][CH:44]=[CH:43][CH:42]=1.C(O)(=O)C.C(O[BH-](OC(=O)C)OC(=O)C)(=O)C.[Na+]. No catalyst specified. The product is [CH2:40]([N:13]([CH2:14][C@H:15]([NH:23][C:24]([O:26][CH2:27][C:28]1[S:32][CH:31]=[N:30][CH:29]=1)=[O:25])[CH2:16][C:17]1[CH:18]=[CH:19][CH:20]=[CH:21][CH:22]=1)[CH2:12][C@@H:11]([NH:10][C:8]([O:7][CH2:6][C:5]1[S:1][CH:2]=[N:3][CH:4]=1)=[O:9])[CH2:33][C:34]1[CH:39]=[CH:38][CH:37]=[CH:36][CH:35]=1)[C:41]1[CH:46]=[CH:45][CH:44]=[CH:43][CH:42]=1. The yield is 0.390.